From a dataset of Full USPTO retrosynthesis dataset with 1.9M reactions from patents (1976-2016). Predict the reactants needed to synthesize the given product. (1) The reactants are: [CH3:1][O:2][C:3]1[CH:8]=[CH:7][C:6]([P:9](Cl)(Cl)=[O:10])=[CH:5][CH:4]=1.[CH3:13][O:14][C:15](=[O:29])[C@@H:16]([CH2:22][C:23]1[CH:28]=[CH:27][CH:26]=[CH:25][CH:24]=1)[NH:17][CH2:18][CH2:19][CH2:20][OH:21]. Given the product [CH3:1][O:2][C:3]1[CH:8]=[CH:7][C:6]([P:9]2(=[O:10])[N:17]([C@H:16]([CH2:22][C:23]3[CH:24]=[CH:25][CH:26]=[CH:27][CH:28]=3)[C:15]([O:14][CH3:13])=[O:29])[CH2:18][CH2:19][CH2:20][O:21]2)=[CH:5][CH:4]=1, predict the reactants needed to synthesize it. (2) Given the product [CH3:1][C:2]1[N:3]=[CH:4][C:5]([C:8]([O:10][C:15]([CH3:18])([CH3:17])[CH3:16])=[O:9])=[N:6][CH:7]=1, predict the reactants needed to synthesize it. The reactants are: [CH3:1][C:2]1[CH:7]=[N:6][C:5]([C:8]([OH:10])=[O:9])=[CH:4][N:3]=1.ClC(Cl)(Cl)C(=N)O[C:15]([CH3:18])([CH3:17])[CH3:16].[Na+].[Cl-].CCOC(C)=O. (3) The reactants are: [N:1]1([C:6]2[CH:13]=[CH:12][C:9]([CH:10]=O)=[CH:8][C:7]=2[C:14]2[S:15][CH:16]=[CH:17][CH:18]=2)[CH2:5][CH2:4][CH2:3][CH2:2]1.[C:19]([C:22]1[CH:30]=[CH:29][C:25]([C:26]([OH:28])=[O:27])=[CH:24][CH:23]=1)(=[O:21])[CH3:20].[OH-].[Na+]. Given the product [N:1]1([C:6]2[CH:13]=[CH:12][C:9](/[CH:10]=[CH:20]/[C:19]([C:22]3[CH:30]=[CH:29][C:25]([C:26]([OH:28])=[O:27])=[CH:24][CH:23]=3)=[O:21])=[CH:8][C:7]=2[C:14]2[S:15][CH:16]=[CH:17][CH:18]=2)[CH2:5][CH2:4][CH2:3][CH2:2]1, predict the reactants needed to synthesize it. (4) Given the product [C:1]([O:4][C@@H:5]1[C@@H:18]([O:19][C:20](=[O:22])[CH3:21])[C@H:17]([O:23][C:24](=[O:26])[CH3:25])[CH2:16][S:15][C@H:6]1[O:7][C:8]1[CH:9]=[N:10][CH:11]=[CH:12][C:13]=1[C:32]1[C:28]([CH3:27])=[N:29][O:30][C:31]=1[CH3:36])(=[O:3])[CH3:2], predict the reactants needed to synthesize it. The reactants are: [C:1]([O:4][C@@H:5]1[C@@H:18]([O:19][C:20](=[O:22])[CH3:21])[C@H:17]([O:23][C:24](=[O:26])[CH3:25])[CH2:16][S:15][C@H:6]1[O:7][C:8]1[CH:9]=[N:10][CH:11]=[CH:12][C:13]=1Br)(=[O:3])[CH3:2].[CH3:27][C:28]1[C:32](B(O)O)=[C:31]([CH3:36])[O:30][N:29]=1. (5) Given the product [I:18][C:5]1[CH:6]=[C:7]([N+:9]([O-:11])=[O:10])[CH:8]=[C:3]([O:2][CH3:1])[CH:4]=1, predict the reactants needed to synthesize it. The reactants are: [CH3:1][O:2][C:3]1[CH:4]=[C:5](N)[CH:6]=[C:7]([N+:9]([O-:11])=[O:10])[CH:8]=1.Cl.N([O-])=O.[Na+].[I-:18].[K+]. (6) Given the product [CH:1]([C:3]1[CH:4]=[CH:5][C:6]([CH3:21])=[C:7]([CH:12]=1)[C:8]([O:10][CH3:11])=[O:9])=[O:2], predict the reactants needed to synthesize it. The reactants are: [CH:1]([C:3]1[CH:4]=[CH:5][C:6](OS(C(F)(F)F)(=O)=O)=[C:7]([CH:12]=1)[C:8]([O:10][CH3:11])=[O:9])=[O:2].[CH3:21][Sn](C)(C)C. (7) Given the product [O:24]=[C:23]1[C:21]2[C:20](=[CH:19][CH:18]=[CH:17][CH:22]=2)[C:26](=[O:27])[N:25]1[CH2:28][C:29]([NH:12][C:11]1[CH:13]=[CH:14][CH:15]=[C:9]([B:4]2[O:3][C:2]([CH3:16])([CH3:1])[C:6]([CH3:7])([CH3:8])[O:5]2)[CH:10]=1)=[O:30], predict the reactants needed to synthesize it. The reactants are: [CH3:1][C:2]1([CH3:16])[C:6]([CH3:8])([CH3:7])[O:5][B:4]([C:9]2[CH:10]=[C:11]([CH:13]=[CH:14][CH:15]=2)[NH2:12])[O:3]1.[CH:17]1[CH:22]=[C:21]2[C:23]([N:25]([CH2:28][C:29](O)=[O:30])[C:26](=[O:27])[C:20]2=[CH:19][CH:18]=1)=[O:24].C1C=CC2N(O)N=NC=2C=1. (8) Given the product [Cl:1][C:2]1[CH:7]=[CH:6][N:5]=[C:4]2[NH:8][C:9]([C:11]3[C:15]4=[N:16][C:17]([O:22][CH3:23])=[C:18]([O:20][CH3:21])[CH:19]=[C:14]4[N:13]([CH2:24][CH2:25][N:26]4[CH2:27][CH2:28][N:29]([CH3:32])[CH2:30][CH2:31]4)[CH:12]=3)=[CH:10][C:3]=12, predict the reactants needed to synthesize it. The reactants are: [Cl:1][C:2]1[CH:7]=[CH:6][N:5]=[C:4]2[N:8](S(C3C=CC(C)=CC=3)(=O)=O)[C:9]([C:11]3[C:15]4=[N:16][C:17]([O:22][CH3:23])=[C:18]([O:20][CH3:21])[CH:19]=[C:14]4[N:13]([CH2:24][CH2:25][N:26]4[CH2:31][CH2:30][N:29]([CH3:32])[CH2:28][CH2:27]4)[CH:12]=3)=[CH:10][C:3]=12.CO. (9) Given the product [O:19]=[C:18]1[NH:17][C:15](=[O:16])[CH2:14][N:11]1[C:7]1[CH:6]=[C:5]([CH:10]=[CH:9][CH:8]=1)[C:4]([OH:3])=[O:12], predict the reactants needed to synthesize it. The reactants are: C([O:3][C:4](=[O:12])[C:5]1[CH:10]=[CH:9][CH:8]=[C:7]([NH2:11])[CH:6]=1)C.Cl[CH2:14][C:15]([N:17]=[C:18]=[O:19])=[O:16].C1CCN2C(=NCCC2)CC1. (10) Given the product [Cl:15][C:16]1[CH:21]=[C:20]([S:22]([CH3:25])(=[O:24])=[O:23])[CH:19]=[CH:18][C:17]=1[NH:26][C:27]1[CH:32]=[C:31]([F:33])[CH:30]=[CH:29][C:28]=1[O:34][C@@H:56]([CH3:57])[C:60]([OH:59])=[O:4], predict the reactants needed to synthesize it. The reactants are: N(C(OC(C)C)=O)=NC(OC(C)C)=[O:4].[Cl:15][C:16]1[CH:21]=[C:20]([S:22]([CH3:25])(=[O:24])=[O:23])[CH:19]=[CH:18][C:17]=1[NH:26][C:27]1[CH:32]=[C:31]([F:33])[CH:30]=[CH:29][C:28]=1[OH:34].C1(P(C2C=CC=CC=2)C2C=CC=CC=2)C=CC=CC=1.[OH-].[Na+].[CH2:56]1[CH2:60][O:59]C[CH2:57]1.